From a dataset of NCI-60 drug combinations with 297,098 pairs across 59 cell lines. Regression. Given two drug SMILES strings and cell line genomic features, predict the synergy score measuring deviation from expected non-interaction effect. (1) Drug 1: C1=CC(=CC=C1C#N)C(C2=CC=C(C=C2)C#N)N3C=NC=N3. Drug 2: B(C(CC(C)C)NC(=O)C(CC1=CC=CC=C1)NC(=O)C2=NC=CN=C2)(O)O. Cell line: HOP-92. Synergy scores: CSS=47.4, Synergy_ZIP=10.1, Synergy_Bliss=13.0, Synergy_Loewe=-18.1, Synergy_HSA=2.83. (2) Drug 1: CC=C1C(=O)NC(C(=O)OC2CC(=O)NC(C(=O)NC(CSSCCC=C2)C(=O)N1)C(C)C)C(C)C. Drug 2: C1CN(CCN1C(=O)CCBr)C(=O)CCBr. Cell line: TK-10. Synergy scores: CSS=27.0, Synergy_ZIP=-0.695, Synergy_Bliss=0.875, Synergy_Loewe=-24.9, Synergy_HSA=0.671. (3) Synergy scores: CSS=62.7, Synergy_ZIP=-1.16, Synergy_Bliss=4.00, Synergy_Loewe=-15.7, Synergy_HSA=6.01. Cell line: HCT-15. Drug 1: CC1OCC2C(O1)C(C(C(O2)OC3C4COC(=O)C4C(C5=CC6=C(C=C35)OCO6)C7=CC(=C(C(=C7)OC)O)OC)O)O. Drug 2: C1CN1P(=S)(N2CC2)N3CC3. (4) Drug 1: CN(C)C1=NC(=NC(=N1)N(C)C)N(C)C. Drug 2: N.N.Cl[Pt+2]Cl. Cell line: HL-60(TB). Synergy scores: CSS=6.94, Synergy_ZIP=2.36, Synergy_Bliss=6.84, Synergy_Loewe=1.59, Synergy_HSA=2.89. (5) Drug 1: C1CCC(CC1)NC(=O)N(CCCl)N=O. Drug 2: C1C(C(OC1N2C=NC(=NC2=O)N)CO)O. Cell line: BT-549. Synergy scores: CSS=31.2, Synergy_ZIP=-0.760, Synergy_Bliss=5.43, Synergy_Loewe=1.12, Synergy_HSA=6.55. (6) Drug 1: C1C(C(OC1N2C=NC3=C(N=C(N=C32)Cl)N)CO)O. Drug 2: C1=NC2=C(N=C(N=C2N1C3C(C(C(O3)CO)O)F)Cl)N. Cell line: NCI-H226. Synergy scores: CSS=-0.966, Synergy_ZIP=0.0447, Synergy_Bliss=2.14, Synergy_Loewe=-0.773, Synergy_HSA=-0.293.